Task: Predict the reaction yield, written as a fraction of the theoretical maximum amount of product (1.0 means a 100% yield; for example, 0.34 means a 34% yield).. Dataset: Reaction yield outcomes from USPTO patents with 853,638 reactions (1) The reactants are [Si:1]([O:8][C@@H:9]([CH:31]1[CH2:39][C:38]2[C:33](=[CH:34][CH:35]=[CH:36][CH:37]=2)[CH2:32]1)/[CH:10]=[CH:11]/[C@H:12]1[C@@H:16]([F:17])[CH2:15][C@H:14]([OH:18])[C@@H:13]1[CH2:19]/[CH:20]=[CH:21]\[CH2:22][CH2:23][CH2:24][C:25]([O:27][CH:28]([CH3:30])[CH3:29])=[O:26])([C:4]([CH3:7])([CH3:6])[CH3:5])([CH3:3])[CH3:2].[OH-].[Na+].[Cl-].[NH4+]. The yield is 0.960. The product is [Si:1]([O:8][C@@H:9]([CH:31]1[CH2:32][C:33]2[C:38](=[CH:37][CH:36]=[CH:35][CH:34]=2)[CH2:39]1)/[CH:10]=[CH:11]/[C@H:12]1[C@@H:16]([F:17])[CH2:15][C:14](=[O:18])[C@@H:13]1[CH2:19]/[CH:20]=[CH:21]\[CH2:22][CH2:23][CH2:24][C:25]([O:27][CH:28]([CH3:29])[CH3:30])=[O:26])([C:4]([CH3:5])([CH3:6])[CH3:7])([CH3:3])[CH3:2]. The catalyst is CO. (2) The reactants are [N+:1]([C:4]1[CH:9]=[CH:8][CH:7]=[CH:6][C:5]=1[S:10](Cl)(=[O:12])=[O:11])([O-:3])=[O:2].[NH2:14][CH2:15][C:16]1[CH:21]=[CH:20][CH:19]=[CH:18][N:17]=1.CCN(CC)CC. The catalyst is C(Cl)Cl. The product is [N+:1]([C:4]1[CH:9]=[CH:8][CH:7]=[CH:6][C:5]=1[S:10]([N:17]1[CH:18]=[CH:19][CH:20]=[CH:21][CH:16]1[CH2:15][NH2:14])(=[O:12])=[O:11])([O-:3])=[O:2]. The yield is 0.780. (3) The reactants are [CH:1]([O:4][C:5]([C:7]1[CH:8]([C:35]2[CH:40]=[CH:39][CH:38]=[C:37]([N+:41]([O-:43])=[O:42])[CH:36]=2)[C:9]([C:15]([O:17][CH:18]2[CH2:21][N:20]([CH:22]([C:29]3[CH:34]=[CH:33][CH:32]=[CH:31][CH:30]=3)[C:23]3[CH:28]=[CH:27][CH:26]=[CH:25][CH:24]=3)[CH2:19]2)=[O:16])=[C:10]([NH2:14])[NH:11][C:12]=1[CH3:13])=[O:6])([CH3:3])[CH3:2].[C:44]([OH:56])(=[O:55])[CH2:45][C:46]([CH2:51][C:52]([OH:54])=[O:53])([C:48]([OH:50])=[O:49])[OH:47]. The catalyst is CC(C)=O. The product is [C:44]([OH:56])(=[O:55])[CH2:45][C:46]([CH2:51][C:52]([OH:54])=[O:53])([C:48]([OH:50])=[O:49])[OH:47].[CH:1]([O:4][C:5]([C:7]1[CH:8]([C:35]2[CH:40]=[CH:39][CH:38]=[C:37]([N+:41]([O-:43])=[O:42])[CH:36]=2)[C:9]([C:15]([O:17][CH:18]2[CH2:19][N:20]([CH:22]([C:29]3[CH:34]=[CH:33][CH:32]=[CH:31][CH:30]=3)[C:23]3[CH:28]=[CH:27][CH:26]=[CH:25][CH:24]=3)[CH2:21]2)=[O:16])=[C:10]([NH2:14])[NH:11][C:12]=1[CH3:13])=[O:6])([CH3:3])[CH3:2]. The yield is 0.790. (4) The reactants are [F:1][C:2]([F:7])([F:6])[C:3]([OH:5])=[O:4].[NH2:8][CH2:9][CH2:10][CH2:11][O:12][C:13]1[C:18]2[CH:19]=[C:20]([Cl:23])[CH:21]=[CH:22][C:17]=2[O:16][C:15](=[O:24])[CH:14]=1.CCN(C(C)C)C(C)C.Cl.[C:35](Cl)(=[O:42])[C:36]1[CH:41]=[CH:40][N:39]=[CH:38][CH:37]=1. The catalyst is C(Cl)Cl. The product is [F:1][C:2]([F:7])([F:6])[C:3]([OH:5])=[O:4].[Cl:23][C:20]1[CH:21]=[CH:22][C:17]2[O:16][C:15](=[O:24])[CH:14]=[C:13]([O:12][CH2:11][CH2:10][CH2:9][NH:8][C:35](=[O:42])[C:36]3[CH:41]=[CH:40][N:39]=[CH:38][CH:37]=3)[C:18]=2[CH:19]=1. The yield is 0.300. (5) The reactants are [F:1][C:2]1[CH:7]=[CH:6][C:5]([CH2:8][C:9]2[CH:18]=[C:17]3[C:12]([C:13]([OH:25])=[C:14]([C:20]([O:22][CH2:23][CH3:24])=[O:21])[C:15](=[O:19])[NH:16]3)=[N:11][CH:10]=2)=[CH:4][CH:3]=1.I[CH2:27][CH2:28][CH2:29][OH:30]. The catalyst is O1CCCC1. The product is [F:1][C:2]1[CH:7]=[CH:6][C:5]([CH2:8][C:9]2[CH:18]=[C:17]3[C:12]([C:13]([OH:25])=[C:14]([C:20]([O:22][CH2:23][CH3:24])=[O:21])[C:15](=[O:19])[N:16]3[CH2:27][CH2:28][CH2:29][OH:30])=[N:11][CH:10]=2)=[CH:4][CH:3]=1. The yield is 0.950. (6) The reactants are O[O:2][S:3]([O-:5])=O.[K+].[Br:7][C:8]1[CH:32]=[CH:31][C:11]([NH:12][C:13]2[C:22]3[C:17](=[CH:18][C:19]([O:25][CH2:26][CH2:27][CH2:28]SC)=[C:20]([O:23][CH3:24])[CH:21]=3)[N:16]=[CH:15][N:14]=2)=[C:10]([F:33])[CH:9]=1.[CH3:34]O. The catalyst is O.C(Cl)Cl. The product is [Br:7][C:8]1[CH:32]=[CH:31][C:11]([NH:12][C:13]2[C:22]3[C:17](=[CH:18][C:19]([O:25][CH2:26][CH2:27][CH2:28][S:3]([CH3:34])(=[O:5])=[O:2])=[C:20]([O:23][CH3:24])[CH:21]=3)[N:16]=[CH:15][N:14]=2)=[C:10]([F:33])[CH:9]=1. The yield is 0.730. (7) The yield is 0.840. The catalyst is CCO. The reactants are [Cl:1][C:2]1[CH:7]=[CH:6][C:5]([CH2:8][CH:9]([NH2:11])[CH3:10])=[CH:4][C:3]=1[O:12][CH3:13].[CH:14](OCC)=[O:15].CCN(CC)CC. The product is [Cl:1][C:2]1[CH:7]=[CH:6][C:5]([CH2:8][CH:9]([NH:11][CH:14]=[O:15])[CH3:10])=[CH:4][C:3]=1[O:12][CH3:13].